This data is from Catalyst prediction with 721,799 reactions and 888 catalyst types from USPTO. The task is: Predict which catalyst facilitates the given reaction. (1) Reactant: Br.Br[CH2:3][C:4]([C:6]1[CH:11]=[CH:10][N:9]=[CH:8][CH:7]=1)=O.[OH:12][C:13]1[CH:14]=[C:15]([NH:21][C:22]([NH2:24])=[S:23])[CH:16]=[CH:17][C:18]=1[O:19][CH3:20].N. Product: [CH3:20][O:19][C:18]1[CH:17]=[CH:16][C:15]([NH:21][C:22]2[S:23][CH:3]=[C:4]([C:6]3[CH:11]=[CH:10][N:9]=[CH:8][CH:7]=3)[N:24]=2)=[CH:14][C:13]=1[OH:12]. The catalyst class is: 88. (2) Reactant: [NH2:1][C:2]1[N:7]=[CH:6][CH:5]=[CH:4][N:3]=1.[Cl:8][C:9]1[CH:18]=[CH:17][C:12]([C:13](=O)[CH2:14]Br)=[CH:11][CH:10]=1.[OH-].[Na+]. Product: [Cl:8][C:9]1[CH:18]=[CH:17][C:12]([C:13]2[N:1]=[C:2]3[N:7]=[CH:6][CH:5]=[CH:4][N:3]3[CH:14]=2)=[CH:11][CH:10]=1. The catalyst class is: 8. (3) Reactant: C(NC(C)C)(C)C.C([Li])CCC.[O:13]=[C:14]1[CH2:19][CH2:18][N:17]([C:20]([O:22][C:23]([CH3:26])([CH3:25])[CH3:24])=[O:21])[CH2:16][CH2:15]1.C1C=CC(N([S:34]([C:37]([F:40])([F:39])[F:38])(=[O:36])=[O:35])[S:34]([C:37]([F:40])([F:39])[F:38])(=[O:36])=[O:35])=CC=1. Product: [F:38][C:37]([F:40])([F:39])[S:34]([O:13][C:14]1[CH2:19][CH2:18][N:17]([C:20]([O:22][C:23]([CH3:26])([CH3:25])[CH3:24])=[O:21])[CH2:16][CH:15]=1)(=[O:36])=[O:35]. The catalyst class is: 1. (4) Reactant: [OH:1][C:2]1[C:7]([O:8][CH3:9])=[C:6]([O:10][CH3:11])[CH:5]=[CH:4][C:3]=1[C:12]1[CH:20]=[CH:19][CH:18]=[C:17]2[C:13]=1[CH2:14][CH2:15][C:16]2=[O:21].Br[CH2:23][C:24]([CH3:29])([CH3:28])[CH2:25][O:26][CH3:27].C([O-])([O-])=O.[K+].[K+].O. Product: [CH3:9][O:8][C:7]1[C:2]([O:1][CH2:23][C:24]([CH3:29])([CH3:28])[CH2:25][O:26][CH3:27])=[C:3]([C:12]2[CH:20]=[CH:19][CH:18]=[C:17]3[C:13]=2[CH2:14][CH2:15][C:16]3=[O:21])[CH:4]=[CH:5][C:6]=1[O:10][CH3:11]. The catalyst class is: 3. (5) Reactant: C[C:2]1([CH3:12])[CH:11]=[CH:10][C:9]2[C:4](=[CH:5][CH:6]=[CH:7][CH:8]=2)[NH:3]1.[OH-].[Na+].OO. Product: [CH:10]([C:9]1[CH:8]=[CH:7][CH:6]=[C:5]2[C:4]=1[NH:3][CH:2]=[CH:12]2)=[CH2:11]. The catalyst class is: 54. (6) Reactant: [OH:1][C:2]1[CH:3]=[C:4]2[C:8](=[CH:9][CH:10]=1)[NH:7][C:6]([C:11]([NH2:13])=[O:12])=[C:5]2[S:14]([N:17]1[CH2:22][CH2:21][O:20][CH2:19][CH2:18]1)(=[O:16])=[O:15].C(=O)([O-])[O-].[Cs+].[Cs+].I[CH2:30][CH2:31][CH3:32].O. Product: [N:17]1([S:14]([C:5]2[C:4]3[C:8](=[CH:9][CH:10]=[C:2]([O:1][CH2:30][CH2:31][CH3:32])[CH:3]=3)[NH:7][C:6]=2[C:11]([NH2:13])=[O:12])(=[O:16])=[O:15])[CH2:22][CH2:21][O:20][CH2:19][CH2:18]1. The catalyst class is: 9. (7) Reactant: [CH3:1][N:2]([CH3:34])[CH:3]1[CH2:6][N:5]([C:7]2[C:12]([N+:13]([O-])=O)=[CH:11][C:10]([NH:16][C:17]3[N:22]=[C:21]([C:23]4[CH:24]=[N:25][N:26]5[CH2:31][CH2:30][CH2:29][CH2:28][C:27]=45)[CH:20]=[CH:19][N:18]=3)=[C:9]([O:32][CH3:33])[CH:8]=2)[CH2:4]1.[NH4+].[Cl-]. Product: [CH3:34][N:2]([CH3:1])[CH:3]1[CH2:4][N:5]([C:7]2[CH:8]=[C:9]([O:32][CH3:33])[C:10]([NH:16][C:17]3[N:22]=[C:21]([C:23]4[CH:24]=[N:25][N:26]5[CH2:31][CH2:30][CH2:29][CH2:28][C:27]=45)[CH:20]=[CH:19][N:18]=3)=[CH:11][C:12]=2[NH2:13])[CH2:6]1. The catalyst class is: 190.